This data is from Reaction yield outcomes from USPTO patents with 853,638 reactions. The task is: Predict the reaction yield, written as a fraction of the theoretical maximum amount of product (1.0 means a 100% yield; for example, 0.34 means a 34% yield). (1) The reactants are FC(F)(F)S(O[C:7]1[CH:16]=[C:15]2[C:10]([CH:11]=[CH:12][CH:13]=[C:14]2[N:17]2[CH2:22][CH2:21][N:20]([CH3:23])[CH2:19][CH2:18]2)=[CH:9][CH:8]=1)(=O)=O.C[Sn](C)(C)[C:28]1[CH:29]=[N:30][CH:31]=[N:32][CH:33]=1.C(N(CC)CC)C.[Cl-].[Li+].C(C1C=C(C)C=C(C(C)(C)C)C=1O)(C)(C)C. The catalyst is CN(C)C=O. The product is [CH3:23][N:20]1[CH2:21][CH2:22][N:17]([C:14]2[C:15]3[C:10](=[CH:9][CH:8]=[C:7]([C:28]4[CH:29]=[N:30][CH:31]=[N:32][CH:33]=4)[CH:16]=3)[CH:11]=[CH:12][CH:13]=2)[CH2:18][CH2:19]1. The yield is 0.290. (2) The reactants are [NH:1]1[C:9]2[C:4](=[CH:5][CH:6]=[CH:7][CH:8]=2)[C:3](/[CH:10]=[C:11]2/[C:12](=[O:21])[C:13]3[C:18]([CH2:19]/2)=[CH:17][C:16]([OH:20])=[CH:15][CH:14]=3)=[CH:2]1.[C:22]([O:26][C:27]([N:29]1[CH2:34][CH2:33][NH:32][CH2:31][CH2:30]1)=[O:28])([CH3:25])([CH3:24])[CH3:23].[CH2:35]=O. The catalyst is C(O)C. The product is [NH:1]1[C:9]2[C:4](=[CH:5][CH:6]=[CH:7][CH:8]=2)[C:3](/[CH:10]=[C:11]2/[C:12](=[O:21])[C:13]3[C:18]([CH2:19]/2)=[C:17]([CH2:35][N:32]2[CH2:33][CH2:34][N:29]([C:27]([O:26][C:22]([CH3:25])([CH3:23])[CH3:24])=[O:28])[CH2:30][CH2:31]2)[C:16]([OH:20])=[CH:15][CH:14]=3)=[CH:2]1. The yield is 0.650. (3) The reactants are C(OC1C([Cl:15])=NC=CC=1)C1C=CC=CC=1.[CH2:16]([O:23][C:24]1[CH:29]=[CH:28][NH:27][C:26](=O)[CH:25]=1)[C:17]1[CH:22]=[CH:21][CH:20]=[CH:19][CH:18]=1.P(Cl)(Cl)(Cl)=O. No catalyst specified. The product is [CH2:16]([O:23][C:24]1[CH:29]=[CH:28][N:27]=[C:26]([Cl:15])[CH:25]=1)[C:17]1[CH:22]=[CH:21][CH:20]=[CH:19][CH:18]=1. The yield is 0.471. (4) The reactants are CCN(CC)CC.Cl.[CH3:9][C:10]1[S:11][C:12]([NH2:15])=[CH:13][N:14]=1.[CH3:16][C:17](OC(C)=O)=[O:18]. The catalyst is C(Cl)Cl. The product is [CH3:9][C:10]1[S:11][C:12]([NH:15][C:17](=[O:18])[CH3:16])=[CH:13][N:14]=1. The yield is 0.770. (5) The reactants are O[C@@H:2]([CH3:19])[C@@H:3]([NH:7][C:8]([O:10][CH2:11][CH2:12][C:13]1[CH:18]=[CH:17][CH:16]=[CH:15][CH:14]=1)=[O:9])[C:4]([OH:6])=[O:5].CCN(CC)CC.CN(C(ON1N=NC2C=CC=CC1=2)=[N+](C)C)C.[B-](F)(F)(F)F. The catalyst is C(Cl)Cl. The product is [CH2:11]([O:10][C:8](=[O:9])[NH:7][C@H:3]1[C:4](=[O:6])[O:5][C@H:2]1[CH3:19])[CH2:12][C:13]1[CH:18]=[CH:17][CH:16]=[CH:15][CH:14]=1. The yield is 0.570. (6) The reactants are [C:1]([O:5][C:6](=[O:9])[CH2:7][NH2:8])([CH3:4])([CH3:3])[CH3:2].[CH3:10][C:11]([CH3:17])([CH:15]=[CH2:16])[CH2:12][CH:13]=O. The catalyst is C(Cl)Cl. The product is [C:1]([O:5][C:6](=[O:9])[CH2:7]/[N:8]=[CH:16]/[CH2:15][C:11]([CH3:17])([CH3:10])[CH:12]=[CH2:13])([CH3:4])([CH3:3])[CH3:2]. The yield is 0.930. (7) The reactants are [CH3:1][O:2][C:3]1[C:11]2[O:10][C:9]([CH3:13])([CH3:12])[CH2:8][C:7]=2[C:6]([CH3:14])=[C:5]([N:15]2[CH2:20][CH2:19][NH:18][CH2:17][CH2:16]2)[C:4]=1[CH3:21].Br[C:23]1[CH:28]=[CH:27][C:26]([C:29]([F:32])([F:31])[F:30])=[CH:25][CH:24]=1. No catalyst specified. The product is [CH3:1][O:2][C:3]1[C:11]2[O:10][C:9]([CH3:13])([CH3:12])[CH2:8][C:7]=2[C:6]([CH3:14])=[C:5]([N:15]2[CH2:20][CH2:19][N:18]([C:23]3[CH:28]=[CH:27][C:26]([C:29]([F:32])([F:31])[F:30])=[CH:25][CH:24]=3)[CH2:17][CH2:16]2)[C:4]=1[CH3:21]. The yield is 0.400. (8) The yield is 0.449. The reactants are C([N-]C(C)C)(C)C.[Li+].[C:9]([N:16]1[CH2:21][CH2:20][C:19]([CH3:27])([C:22]([O:24]CC)=O)[CH2:18][CH2:17]1)([O:11][C:12]([CH3:15])([CH3:14])[CH3:13])=[O:10].[Cl:28][CH2:29]I.C(O)(=O)C. The catalyst is C1COCC1. The product is [Cl:28][CH2:29][C:22]([C:19]1([CH3:27])[CH2:18][CH2:17][N:16]([C:9]([O:11][C:12]([CH3:13])([CH3:14])[CH3:15])=[O:10])[CH2:21][CH2:20]1)=[O:24]. (9) The reactants are [CH3:1][N:2]([CH3:12])[C:3]1[CH:8]=[CH:7][CH:6]=[C:5]([N+:9]([O-])=O)[CH:4]=1.[Sn](Cl)Cl. The catalyst is C(O)C. The product is [CH3:1][N:2]([CH3:12])[C:3]1[CH:8]=[CH:7][CH:6]=[C:5]([NH2:9])[CH:4]=1. The yield is 0.820.